This data is from Reaction yield outcomes from USPTO patents with 853,638 reactions. The task is: Predict the reaction yield, written as a fraction of the theoretical maximum amount of product (1.0 means a 100% yield; for example, 0.34 means a 34% yield). (1) The catalyst is O1CCCC1. The product is [Si:1]([O:8][CH2:9][CH2:10][N:11]1[C:15]([CH3:16])=[C:14]([CH3:17])[N:13]=[C:12]1[CH:31]=[O:32])([C:4]([CH3:7])([CH3:6])[CH3:5])([CH3:3])[CH3:2]. The yield is 0.930. The reactants are [Si:1]([O:8][CH2:9][CH2:10][N:11]1[C:15]([CH3:16])=[C:14]([CH3:17])[N:13]=[CH:12]1)([C:4]([CH3:7])([CH3:6])[CH3:5])([CH3:3])[CH3:2].C([Li])CCC.CCCCCC.CN(C)[CH:31]=[O:32].C(O)(=O)C. (2) The reactants are [N+:1]([O-:4])(O)=[O:2].[S:5]1(=[O:15])(=[O:14])[C:9]2[CH:10]=[CH:11][CH:12]=[CH:13][C:8]=2[CH:7]=[CH:6]1. The catalyst is S(=O)(=O)(O)O. The product is [N+:1]([C:11]1[CH:12]=[CH:13][C:8]2[CH:7]=[CH:6][S:5](=[O:15])(=[O:14])[C:9]=2[CH:10]=1)([O-:4])=[O:2]. The yield is 0.840. (3) The reactants are [C:1]([C@@H:4]1[CH2:8][CH2:7][CH2:6][N:5]1C(OC(C)(C)C)=O)(=[O:3])[NH2:2].[ClH:16].O1CCOCC1. No catalyst specified. The product is [ClH:16].[NH:5]1[CH2:6][CH2:7][CH2:8][C@H:4]1[C:1]([NH2:2])=[O:3]. The yield is 1.04. (4) The reactants are [H-].[Na+].[F:3][C:4]1[CH:10]=[C:9]([F:11])[CH:8]=[CH:7][C:5]=1[NH2:6].Cl[C:13]1[CH:22]=[CH:21][C:20]2[C:15](=[C:16]([C:23]3[NH:31][C:30]4[CH2:29][CH2:28][NH:27][C:26](=[O:32])[C:25]=4[CH:24]=3)[CH:17]=[CH:18][CH:19]=2)[N:14]=1. The catalyst is CN(C=O)C. The product is [F:3][C:4]1[CH:10]=[C:9]([F:11])[CH:8]=[CH:7][C:5]=1[NH:6][C:13]1[CH:22]=[CH:21][C:20]2[C:15](=[C:16]([C:23]3[NH:31][C:30]4[CH2:29][CH2:28][NH:27][C:26](=[O:32])[C:25]=4[CH:24]=3)[CH:17]=[CH:18][CH:19]=2)[N:14]=1. The yield is 0.210. (5) The reactants are Br[C:2]1[S:6][C:5]([NH:7][C:8](=[O:14])[O:9][C:10]([CH3:13])([CH3:12])[CH3:11])=[N:4][CH:3]=1.[C:15]([Si:17]([CH3:20])([CH3:19])[CH3:18])#[CH:16]. The catalyst is Cl[Pd](Cl)([P](C1C=CC=CC=1)(C1C=CC=CC=1)C1C=CC=CC=1)[P](C1C=CC=CC=1)(C1C=CC=CC=1)C1C=CC=CC=1.[Cu]I. The product is [CH3:18][Si:17]([C:15]#[C:16][C:2]1[S:6][C:5]([NH:7][C:8](=[O:14])[O:9][C:10]([CH3:13])([CH3:12])[CH3:11])=[N:4][CH:3]=1)([CH3:20])[CH3:19]. The yield is 0.300. (6) The reactants are [C:1]([N:4]1[C:12]2[C:7](=[CH:8][C:9]([N+:13]([O-])=O)=[CH:10][CH:11]=2)[C:6]([NH:16][C:17](=[O:19])[CH3:18])=[N:5]1)(=[O:3])[CH3:2]. The catalyst is CO.[Pd]. The product is [C:1]([N:4]1[C:12]2[C:7](=[CH:8][C:9]([NH2:13])=[CH:10][CH:11]=2)[C:6]([NH:16][C:17](=[O:19])[CH3:18])=[N:5]1)(=[O:3])[CH3:2]. The yield is 0.980. (7) The reactants are [NH2:1][C:2]1[CH:3]=[C:4]2[C:9](=[C:10]([C:12]([N:14]([CH3:16])[CH3:15])=[O:13])[CH:11]=1)[N:8]=[CH:7][C:6]([C:17]#[N:18])=[C:5]2[NH:19][C:20]1[CH:25]=[CH:24][C:23]([F:26])=[C:22]([Cl:27])[CH:21]=1.[C:28]([C:30]1[CH:31]=[C:32]([CH:35]=[CH:36][CH:37]=1)[CH:33]=O)#[N:29].[BH3-]C#N.[Na+]. No catalyst specified. The product is [Cl:27][C:22]1[CH:21]=[C:20]([NH:19][C:5]2[C:4]3[C:9](=[C:10]([C:12]([N:14]([CH3:15])[CH3:16])=[O:13])[CH:11]=[C:2]([NH:1][CH2:33][C:32]4[CH:35]=[CH:36][CH:37]=[C:30]([C:28]#[N:29])[CH:31]=4)[CH:3]=3)[N:8]=[CH:7][C:6]=2[C:17]#[N:18])[CH:25]=[CH:24][C:23]=1[F:26]. The yield is 0.340. (8) The reactants are [Cl:1][C:2]1[N:7]=[CH:6][C:5]2[C:8](I)=[CH:9][N:10]([CH:11]([CH3:13])[CH3:12])[C:4]=2[CH:3]=1.[NH:15]1[CH2:20][CH2:19][O:18][CH2:17][CH2:16]1.C1(P(C2CCCCC2)C2C=CC=CC=2C2C(C(C)C)=CC(C(C)C)=CC=2C(C)C)CCCCC1.C(=O)([O-])[O-].[Cs+].[Cs+]. The catalyst is C1C=CC(/C=C/C(/C=C/C2C=CC=CC=2)=O)=CC=1.C1C=CC(/C=C/C(/C=C/C2C=CC=CC=2)=O)=CC=1.C1C=CC(/C=C/C(/C=C/C2C=CC=CC=2)=O)=CC=1.[Pd].[Pd].O1CCOCC1. The product is [Cl:1][C:2]1[N:7]=[CH:6][C:5]2[C:8]([N:15]3[CH2:20][CH2:19][O:18][CH2:17][CH2:16]3)=[CH:9][N:10]([CH:11]([CH3:13])[CH3:12])[C:4]=2[CH:3]=1. The yield is 0.150.